Task: Predict the reaction yield, written as a fraction of the theoretical maximum amount of product (1.0 means a 100% yield; for example, 0.34 means a 34% yield).. Dataset: Reaction yield outcomes from USPTO patents with 853,638 reactions The reactants are [Cl:1][C:2]1[N:7]2[N:8]=[CH:9][CH:10]=[C:6]2[N:5]=[C:4]([NH2:11])[CH:3]=1.[Cl:12][C:13]1[N:18]2[N:19]=[C:20]([CH3:22])[CH:21]=[C:17]2[N:16]=[C:15]([NH2:23])[CH:14]=1.[Cl:24][C:25]1[N:30]2[N:31]=[C:32]([CH2:34][CH3:35])[CH:33]=[C:29]2[N:28]=[C:27]([NH2:36])[CH:26]=1.[Cl:37][C:38]1[N:43]2[N:44]=[C:45]([CH:47]3[CH2:49][CH2:48]3)[CH:46]=[C:42]2[N:41]=[C:40]([NH2:50])[CH:39]=1.[Cl-].[CH3:52][O:53][C:54](=[O:64])[C:55]1[CH:63]=[CH:62][C:58]([C:59]([OH:61])=[O:60])=[CH:57][CH:56]=1. The catalyst is N1C=CC=CC=1. The product is [Cl:1][C:2]1[N:7]2[N:8]=[CH:9][CH:10]=[C:6]2[N:5]=[C:4]([NH:11][C:59]([C:58]2[CH:62]=[CH:63][C:55]([C:54]([O:53][CH3:52])=[O:64])=[CH:56][CH:57]=2)=[O:60])[CH:3]=1.[Cl:12][C:13]1[N:18]2[N:19]=[C:20]([CH3:22])[CH:21]=[C:17]2[N:16]=[C:15]([NH:23][C:59]([C:58]2[CH:57]=[CH:56][C:55]([C:54]([O:53][CH3:52])=[O:64])=[CH:63][CH:62]=2)=[O:61])[CH:14]=1.[Cl:24][C:25]1[N:30]2[N:31]=[C:32]([CH2:34][CH3:35])[CH:33]=[C:29]2[N:28]=[C:27]([NH:36][C:59]([C:58]2[CH:62]=[CH:63][C:55]([C:54]([O:53][CH3:52])=[O:64])=[CH:56][CH:57]=2)=[O:60])[CH:26]=1.[Cl:37][C:38]1[N:43]2[N:44]=[C:45]([CH:47]3[CH2:48][CH2:49]3)[CH:46]=[C:42]2[N:41]=[C:40]([NH:50][C:59]([C:58]2[CH:62]=[CH:63][C:55]([C:54]([O:53][CH3:52])=[O:64])=[CH:56][CH:57]=2)=[O:60])[CH:39]=1. The yield is 0.920.